Dataset: Catalyst prediction with 721,799 reactions and 888 catalyst types from USPTO. Task: Predict which catalyst facilitates the given reaction. (1) Reactant: [CH3:1][N:2]([CH2:4][C:5]1[CH:6]=[C:7]([CH:10]=[CH:11][CH:12]=1)[CH:8]=O)[CH3:3].[O:13]1[C:17]([C:18]2[CH:23]=[CH:22][C:21]([NH:24][NH2:25])=[CH:20][CH:19]=2)=[CH:16][N:15]=[CH:14]1. Product: [O:13]1[C:17]([C:18]2[CH:19]=[CH:20][C:21]([NH:24][N:25]=[CH:8][C:7]3[CH:10]=[CH:11][CH:12]=[C:5]([CH2:4][N:2]([CH3:3])[CH3:1])[CH:6]=3)=[CH:22][CH:23]=2)=[CH:16][N:15]=[CH:14]1. The catalyst class is: 8. (2) Reactant: [C:1](Cl)(=[O:3])[CH3:2].[CH3:5][C:6]1[C:12]([F:13])=[CH:11][CH:10]=[CH:9][C:7]=1[NH2:8].C(N(CC)CC)C. Product: [C:1]([NH:8][C:7]1[CH:9]=[CH:10][CH:11]=[C:12]([F:13])[C:6]=1[CH3:5])(=[O:3])[CH3:2]. The catalyst class is: 2. (3) Reactant: C(N(CC)CC)C.[CH3:8][S:9]([N:12]1[C:20]2[C:15](=[CH:16][CH:17]=[CH:18][CH:19]=2)[C:14]([CH:21]=[O:22])=[CH:13]1)(=[O:11])=[O:10].[CH:23](=[N:30][C:31]1[CH:36]=[CH:35][N:34]=[C:33]([O:37][CH3:38])[CH:32]=1)[C:24]1[CH:29]=[CH:28][CH:27]=[CH:26][CH:25]=1. Product: [CH3:38][O:37][C:33]1[CH:32]=[C:31]([NH:30][CH:23]([C:24]2[CH:29]=[CH:28][CH:27]=[CH:26][CH:25]=2)[C:21]([C:14]2[C:15]3[C:20](=[CH:19][CH:18]=[CH:17][CH:16]=3)[N:12]([S:9]([CH3:8])(=[O:11])=[O:10])[CH:13]=2)=[O:22])[CH:36]=[CH:35][N:34]=1. The catalyst class is: 433. (4) Reactant: [CH3:1][O:2][C:3]1[CH:12]=[C:11]2[C:6]([CH:7]=[CH:8][CH:9]=[C:10]2[C:13]#[N:14])=[CH:5][CH:4]=1.[Br:15][Br:16]. Product: [Br:15][C:12]1[C:3]([O:2][CH3:1])=[CH:4][CH:5]=[C:6]2[C:11]=1[C:10]([C:13]#[N:14])=[CH:9][CH:8]=[CH:7]2.[Br:15][Br:16]. The catalyst class is: 15. (5) Reactant: [CH3:1][O:2][C:3]1[CH:8]=[CH:7][C:6]([C:9]2[CH:14]=[CH:13][N:12]=[CH:11][C:10]=2/[CH:15]=[CH:16]/[C:17]([O:19]CC)=[O:18])=[CH:5][CH:4]=1.[OH-].[Na+].O1CCCC1.CO. Product: [CH3:1][O:2][C:3]1[CH:4]=[CH:5][C:6]([C:9]2[CH:14]=[CH:13][N:12]=[CH:11][C:10]=2/[CH:15]=[CH:16]/[C:17]([OH:19])=[O:18])=[CH:7][CH:8]=1. The catalyst class is: 6.